The task is: Binary Classification. Given a drug SMILES string, predict its activity (active/inactive) in a high-throughput screening assay against a specified biological target.. This data is from Orexin1 receptor HTS with 218,158 compounds and 233 confirmed actives. The compound is s1c(NC(=O)CN2CCN(CC2)c2ccc(F)cc2)nnc1c1ccccc1. The result is 0 (inactive).